This data is from Forward reaction prediction with 1.9M reactions from USPTO patents (1976-2016). The task is: Predict the product of the given reaction. (1) Given the reactants [SH:1][CH2:2][C:3]([O:5]CC)=O.[N:8]([CH2:11][CH2:12][S:13]([O:16][CH2:17][CH3:18])(=[O:15])=[O:14])=[C:9]=[S:10].N(CCS(O)(=O)=O)=C=S.C(N(CC)CC)C, predict the reaction product. The product is: [O:5]=[C:3]1[CH2:2][S:1][C:9](=[S:10])[N:8]1[CH2:11][CH2:12][S:13]([O:16][CH2:17][CH3:18])(=[O:15])=[O:14]. (2) Given the reactants [C:1]([C:5]1[CH2:9][C:8](=[O:10])[N:7]([CH2:11][C:12]2[CH:21]=[CH:20][C:15]([C:16]([O:18][CH3:19])=[O:17])=[CH:14][CH:13]=2)[N:6]=1)([CH3:4])([CH3:3])[CH3:2].[CH2:22](Br)[C:23]1[CH:28]=[CH:27][CH:26]=[CH:25][CH:24]=1.C(=O)([O-])[O-].[K+].[K+].CN(C)C=O, predict the reaction product. The product is: [CH2:22]([O:10][C:8]1[N:7]([CH2:11][C:12]2[CH:13]=[CH:14][C:15]([C:16]([O:18][CH3:19])=[O:17])=[CH:20][CH:21]=2)[N:6]=[C:5]([C:1]([CH3:4])([CH3:2])[CH3:3])[CH:9]=1)[C:23]1[CH:28]=[CH:27][CH:26]=[CH:25][CH:24]=1.